Dataset: CYP3A4 inhibition data for predicting drug metabolism from PubChem BioAssay. Task: Regression/Classification. Given a drug SMILES string, predict its absorption, distribution, metabolism, or excretion properties. Task type varies by dataset: regression for continuous measurements (e.g., permeability, clearance, half-life) or binary classification for categorical outcomes (e.g., BBB penetration, CYP inhibition). Dataset: cyp3a4_veith. The drug is CC[C@](N)(CCC(=O)O)C(=O)O. The result is 0 (non-inhibitor).